From a dataset of Reaction yield outcomes from USPTO patents with 853,638 reactions. Predict the reaction yield, written as a fraction of the theoretical maximum amount of product (1.0 means a 100% yield; for example, 0.34 means a 34% yield). (1) The reactants are [F:1][C:2]1[CH:20]=[CH:19][C:5]([O:6][CH2:7][C:8]2[CH:13]=[CH:12][C:11]([CH:14]=[CH:15][N+:16]([O-:18])=O)=[CH:10][N:9]=2)=[CH:4][CH:3]=1.C[O-].[Li+].[C:24]([C:26]1[C:27]([NH2:33])=[N:28][C:29]([NH2:32])=[CH:30][CH:31]=1)#[CH:25].C(N(CC)CC)C. The product is [F:1][C:2]1[CH:3]=[CH:4][C:5]([O:6][CH2:7][C:8]2[N:9]=[CH:10][C:11]([CH2:14][C:15]3[CH:25]=[C:24]([C:26]4[C:27]([NH2:33])=[N:28][C:29]([NH2:32])=[CH:30][CH:31]=4)[O:18][N:16]=3)=[CH:12][CH:13]=2)=[CH:19][CH:20]=1. The catalyst is [Ti](Cl)(Cl)(Cl)Cl.O.O1CCCC1.C(OCC)(=O)C.CO. The yield is 0.254. (2) The reactants are [F:1][C:2]1[CH:7]=[CH:6][C:5]([CH2:8][CH:9]([C:13]2[CH:18]=[CH:17][C:16]([S:19]([CH3:22])(=[O:21])=[O:20])=[CH:15][CH:14]=2)[C:10]([OH:12])=O)=[CH:4][CH:3]=1.[F:23][C:24]1[CH:33]=[CH:32][C:27]2[N:28]=[C:29]([NH2:31])[O:30][C:26]=2[CH:25]=1.CCN=C=NCCCN(C)C.Cl. The catalyst is CN(C1C=CN=CC=1)C.C(Cl)Cl. The product is [F:1][C:2]1[CH:3]=[CH:4][C:5]([CH2:8][CH:9]([C:13]2[CH:18]=[CH:17][C:16]([S:19]([CH3:22])(=[O:20])=[O:21])=[CH:15][CH:14]=2)[C:10]([NH:31][C:29]2[O:30][C:26]3[CH:25]=[C:24]([F:23])[CH:33]=[CH:32][C:27]=3[N:28]=2)=[O:12])=[CH:6][CH:7]=1. The yield is 0.790. (3) The reactants are [CH3:1][O:2][C:3]1[CH:8]=[CH:7][C:6](/[CH:9]=[CH:10]/[CH2:11][C:12]([OH:14])=O)=[CH:5][CH:4]=1.F[B-](F)(F)F.[N:20]1([O:29][C:30](N(C)C)=[N+](C)C)[C:24]2C=CC=CC=2N=N1.CCN(CC)CC. The catalyst is CN(C=O)C.O. The product is [CH3:30][O:29][N:20]([CH3:24])[C:12](=[O:14])[CH2:11]/[CH:10]=[CH:9]/[C:6]1[CH:5]=[CH:4][C:3]([O:2][CH3:1])=[CH:8][CH:7]=1. The yield is 0.296. (4) The reactants are Cl.[C:2]([C:6]1[CH:10]=[C:9]([NH2:11])[N:8]([CH2:12][C@H:13]2[CH2:17][CH2:16][CH2:15][O:14]2)[N:7]=1)([CH3:5])([CH3:4])[CH3:3].C(N(CC)CC)C.[Cl:25][C:26]1[CH:27]=[CH:28][C:29]([O:35][CH3:36])=[C:30]([CH:34]=1)[C:31](Cl)=[O:32].O. The catalyst is C(Cl)Cl. The product is [C:2]([C:6]1[CH:10]=[C:9]([NH:11][C:31](=[O:32])[C:30]2[CH:34]=[C:26]([Cl:25])[CH:27]=[CH:28][C:29]=2[O:35][CH3:36])[N:8]([CH2:12][C@H:13]2[CH2:17][CH2:16][CH2:15][O:14]2)[N:7]=1)([CH3:5])([CH3:3])[CH3:4]. The yield is 0.800.